From a dataset of Full USPTO retrosynthesis dataset with 1.9M reactions from patents (1976-2016). Predict the reactants needed to synthesize the given product. (1) Given the product [CH3:42][O:41][C:38]1[CH:37]=[CH:36][C:35]([C:16]2[CH:17]=[CH:18][C:19]([C:20]([NH:22][C:23]3([C:31]([O:33][CH3:34])=[O:32])[CH2:30][CH2:29][CH2:28][CH2:27][CH2:26][CH2:25][CH2:24]3)=[O:21])=[C:14]([NH:13][C:11]([NH:10][C:3]3[C:2]([CH3:1])=[CH:7][C:6]([CH3:8])=[CH:5][C:4]=3[CH3:9])=[O:12])[CH:15]=2)=[CH:40][CH:39]=1, predict the reactants needed to synthesize it. The reactants are: [CH3:1][C:2]1[CH:7]=[C:6]([CH3:8])[CH:5]=[C:4]([CH3:9])[C:3]=1[N:10]=[C:11]=[O:12].[NH2:13][C:14]1[CH:15]=[C:16]([C:35]2[CH:40]=[CH:39][C:38]([O:41][CH3:42])=[CH:37][CH:36]=2)[CH:17]=[CH:18][C:19]=1[C:20]([NH:22][C:23]1([C:31]([O:33][CH3:34])=[O:32])[CH2:30][CH2:29][CH2:28][CH2:27][CH2:26][CH2:25][CH2:24]1)=[O:21].CCCCCC.C(OCC)(=O)C. (2) Given the product [CH3:19][N:2]([CH3:1])[C:3](=[O:18])[O:4][C:5]1[CH:10]=[CH:9][C:8]([CH:11]([OH:15])[CH2:12][CH2:13][O:14][Si:31]([C:27]([CH3:30])([CH3:29])[CH3:28])([C:34]2[CH:26]=[CH:25][CH:12]=[CH:11][CH:8]=2)[C:33]2[CH:9]=[CH:10][CH:5]=[CH:6][CH:7]=2)=[C:7]([CH:16]=[CH2:17])[CH:6]=1, predict the reactants needed to synthesize it. The reactants are: [CH3:1][N:2]([CH3:19])[C:3](=[O:18])[O:4][C:5]1[CH:10]=[CH:9][C:8]([CH:11]([OH:15])[CH2:12][CH2:13][OH:14])=[C:7]([CH:16]=[CH2:17])[CH:6]=1.C(N([CH2:25][CH3:26])CC)C.[C:27]([Si:31]([CH3:34])([CH3:33])Cl)([CH3:30])([CH3:29])[CH3:28].O. (3) The reactants are: [NH2:1][C:2]1[CH:7]=[CH:6][C:5]([CH2:8][C:9]([O:11][C:12]([CH3:15])([CH3:14])[CH3:13])=[O:10])=[CH:4][C:3]=1[O:16][CH3:17].[I:18][C:19]1[CH:24]=[CH:23][CH:22]=[CH:21][C:20]=1[N:25]=[C:26]=[O:27].CCN(CC)CC.Cl. Given the product [I:18][C:19]1[CH:24]=[CH:23][CH:22]=[CH:21][C:20]=1[NH:25][C:26](=[O:27])[NH:1][C:2]1[CH:7]=[CH:6][C:5]([CH2:8][C:9]([O:11][C:12]([CH3:14])([CH3:13])[CH3:15])=[O:10])=[CH:4][C:3]=1[O:16][CH3:17], predict the reactants needed to synthesize it. (4) Given the product [CH:31]1[N:30]=[C:28]([NH2:29])[C:27]2[N:26]=[CH:25][N:24]([C@@H:22]3[O:23][C@H:19]([CH2:18][O:17][P:9]([OH:12])([OH:11])=[O:10])[C@@H:20]([OH:35])[C@H:21]3[OH:34])[C:33]=2[N:32]=1, predict the reactants needed to synthesize it. The reactants are: C(S)CS([O-])(=O)=O.[Na+].[P:9]([O:17][CH2:18][C@H:19]1[O:23][C@@H:22]([N:24]2[C:33]3[N:32]=[CH:31][N:30]=[C:28]([NH2:29])[C:27]=3[N:26]=[CH:25]2)[C@H:21]([OH:34])[C@@H:20]1[OH:35])([O:12]P(O)(O)=O)(=[O:11])[OH:10].C(N(CC(O)=O)CC(O)=O)CN(CC(O)=O)CC(O)=O.C1S/C(=C2/N=C3C(S/2)=CC(=O)C=C3)/N[C@H]1C(O)=O. (5) The reactants are: [N:1]1[CH:6]=[C:5]([CH2:7][CH2:8][C:9]([O:11][CH3:12])=[O:10])[CH:4]=[N:3][CH:2]=1.[CH:13]([O:15][CH3:16])=O.[H-].[Na+].C(=O)([O-])[O-].[K+].[K+].S(OC)(OC)(=O)=O. Given the product [N:1]1[CH:6]=[C:5]([CH2:7][C:8](=[CH:13][O:15][CH3:16])[C:9]([O:11][CH3:12])=[O:10])[CH:4]=[N:3][CH:2]=1, predict the reactants needed to synthesize it. (6) Given the product [CH2:26]([O:6][C:7]1[CH:14]=[CH:13][C:10]([CH:11]=[O:12])=[CH:9][CH:8]=1)[CH2:25][CH2:24][CH2:23][CH2:22][CH2:21][CH2:20][CH2:19][CH2:18][CH:17]=[CH2:16], predict the reactants needed to synthesize it. The reactants are: [O-]CC.[Na+].[Na].[OH:6][C:7]1[CH:14]=[CH:13][C:10]([CH:11]=[O:12])=[CH:9][CH:8]=1.Br[CH2:16][CH2:17][CH2:18][CH2:19][CH2:20][CH2:21][CH2:22][CH2:23][CH2:24][CH:25]=[CH2:26]. (7) Given the product [CH3:1][N:2]([CH3:11])[S:3]([N:6]1[C:10]([S:23][CH3:22])=[CH:9][CH:8]=[N:7]1)(=[O:4])=[O:5], predict the reactants needed to synthesize it. The reactants are: [CH3:1][N:2]([CH3:11])[S:3]([N:6]1[CH:10]=[CH:9][CH:8]=[N:7]1)(=[O:5])=[O:4].O1CCCC1.C([Li])CCC.[CH3:22][S:23]SC. (8) The reactants are: [Br:1][C:2]1[CH:7]=[CH:6][C:5]([C:8]2[CH:13]=[CH:12][C:11]([Br:14])=[CH:10][C:9]=2[CH2:15]O)=[C:4]([CH2:17][OH:18])[CH:3]=1. Given the product [Br:14][C:11]1[CH:12]=[CH:13][C:8]2[C:5]3[CH:6]=[CH:7][C:2]([Br:1])=[CH:3][C:4]=3[CH2:17][O:18][CH2:15][C:9]=2[CH:10]=1, predict the reactants needed to synthesize it.